From a dataset of Peptide-MHC class II binding affinity with 134,281 pairs from IEDB. Regression. Given a peptide amino acid sequence and an MHC pseudo amino acid sequence, predict their binding affinity value. This is MHC class II binding data. (1) The peptide sequence is TIDGRGAEVHIGNGG. The MHC is HLA-DPA10201-DPB10101 with pseudo-sequence HLA-DPA10201-DPB10101. The binding affinity (normalized) is 0. (2) The peptide sequence is MGDDGVLACAIATHAKIRD. The MHC is HLA-DQA10101-DQB10501 with pseudo-sequence HLA-DQA10101-DQB10501. The binding affinity (normalized) is 0.228. (3) The MHC is DRB1_0802 with pseudo-sequence DRB1_0802. The peptide sequence is PTPVNIIGRNMLTQIGC. The binding affinity (normalized) is 0.318. (4) The MHC is DRB1_0401 with pseudo-sequence DRB1_0401. The binding affinity (normalized) is 0.180. The peptide sequence is FAEYKSDYVYQPFPK. (5) The peptide sequence is RDGGQLRIPSLLHGG. The MHC is HLA-DPA10201-DPB10101 with pseudo-sequence HLA-DPA10201-DPB10101. The binding affinity (normalized) is 0.0360. (6) The peptide sequence is KTMVKKWRDVPYLTK. The MHC is DRB1_0404 with pseudo-sequence DRB1_0404. The binding affinity (normalized) is 0.191.